From a dataset of Catalyst prediction with 721,799 reactions and 888 catalyst types from USPTO. Predict which catalyst facilitates the given reaction. (1) Reactant: [C:1]([O:5][C:6]([NH:8][CH:9]([CH:13]([CH3:15])[CH3:14])[C:10]([OH:12])=[O:11])=[O:7])([CH3:4])([CH3:3])[CH3:2].C([O-])(O)=O.[Na+].[CH2:21](Cl)[Cl:22]. Product: [C:1]([O:5][C:6]([NH:8][CH:9]([CH:13]([CH3:15])[CH3:14])[C:10]([O:12][CH2:21][Cl:22])=[O:11])=[O:7])([CH3:4])([CH3:3])[CH3:2]. The catalyst class is: 6. (2) Reactant: [NH:1]1[CH2:6][CH2:5][CH2:4][CH2:3][CH2:2]1.C1([O:13][C:14](=O)[O:15][C:16]2([C:40]3[CH:45]=[CH:44][CH:43]=[CH:42][C:41]=3[O:46][CH3:47])[C:24]3[C:19](=[CH:20][CH:21]=[C:22]([Cl:25])[CH:23]=3)[N:18]([S:26]([C:29]3[CH:30]=[CH:31][CH:32]=[C:33]4[C:38]=3[N:37]=[CH:36][CH:35]=[CH:34]4)(=[O:28])=[O:27])[C:17]2=[O:39])C=CC=CC=1.[OH-].[Na+]. Product: [Cl:25][C:22]1[CH:23]=[C:24]2[C:19](=[CH:20][CH:21]=1)[N:18]([S:26]([C:29]1[CH:30]=[CH:31][CH:32]=[C:33]3[C:38]=1[N:37]=[CH:36][CH:35]=[CH:34]3)(=[O:28])=[O:27])[C:17](=[O:39])[C:16]2([O:15][C:14]([N:1]1[CH2:6][CH2:5][CH2:4][CH2:3][CH2:2]1)=[O:13])[C:40]1[CH:45]=[CH:44][CH:43]=[CH:42][C:41]=1[O:46][CH3:47]. The catalyst class is: 1. (3) Reactant: CI.O1CCC[CH2:4]1.[CH3:8][CH:9]1[C:18](=[O:19])[C:17]2[C:12](=[CH:13][C:14]([O:20][CH3:21])=[CH:15][CH:16]=2)[O:11][CH2:10]1.[K]. Product: [CH3:8][C:9]1([CH3:4])[C:18](=[O:19])[C:17]2[C:12](=[CH:13][C:14]([O:20][CH3:21])=[CH:15][CH:16]=2)[O:11][CH2:10]1. The catalyst class is: 6. (4) Reactant: [C:1]([C:3]1[CH:4]=[C:5]([CH2:10][C:11]([O:13][C:14]([CH3:17])([CH3:16])[CH3:15])=[O:12])[CH:6]=[CH:7][C:8]=1F)#[N:2].[Cl:18][C:19]1[CH:38]=[CH:37][C:22]([CH2:23][CH2:24][NH:25][C:26]([C:28]2[CH:29]=[C:30]3[C:34](=[CH:35][CH:36]=2)[NH:33][CH:32]=[CH:31]3)=[O:27])=[CH:21][CH:20]=1.C([O-])([O-])=O.[K+].[K+]. Product: [Cl:18][C:19]1[CH:38]=[CH:37][C:22]([CH2:23][CH2:24][NH:25][C:26]([C:28]2[CH:29]=[C:30]3[C:34](=[CH:35][CH:36]=2)[N:33]([C:8]2[CH:7]=[CH:6][C:5]([CH2:10][C:11]([O:13][C:14]([CH3:17])([CH3:16])[CH3:15])=[O:12])=[CH:4][C:3]=2[C:1]#[N:2])[CH:32]=[CH:31]3)=[O:27])=[CH:21][CH:20]=1. The catalyst class is: 148. (5) Product: [CH2:35]([N:31]1[CH2:32][CH2:33][CH2:34][CH:29]([CH2:28][N:11]2[CH2:12][CH2:13][N:8]([C:6]([O:5][C:1]([CH3:4])([CH3:2])[CH3:3])=[O:7])[CH2:9][C:10]2=[O:14])[CH2:30]1)[C:36]1[CH:41]=[CH:40][CH:39]=[CH:38][CH:37]=1. The catalyst class is: 9. Reactant: [C:1]([O:5][C:6]([N:8]1[CH2:13][CH2:12][NH:11][C:10](=[O:14])[CH2:9]1)=[O:7])([CH3:4])([CH3:3])[CH3:2].[H-].[Na+].CC1C=CC(S(O[CH2:28][CH:29]2[CH2:34][CH2:33][CH2:32][N:31]([CH2:35][C:36]3[CH:41]=[CH:40][CH:39]=[CH:38][CH:37]=3)[CH2:30]2)(=O)=O)=CC=1. (6) Reactant: [OH:1][NH:2][C:3](=[O:20])[CH2:4][C:5]1[N:6]=[C:7]([NH:10][C:11](=[O:19])[O:12][CH2:13][C:14]2[CH:18]=[CH:17][S:16][CH:15]=2)[S:8][CH:9]=1.N1C=CC=CC=1.[C:27](Cl)(=[O:29])[CH3:28]. Product: [S:16]1[CH:17]=[CH:18][C:14]([CH2:13][O:12][C:11](=[O:19])[NH:10][C:7]2[S:8][CH:9]=[C:5]([CH2:4][C:3]([N:2]([C:27](=[O:29])[CH3:28])[OH:1])=[O:20])[N:6]=2)=[CH:15]1. The catalyst class is: 4. (7) Reactant: C[O:2][C:3]([C:5]1[S:28][C:8]2=[C:9]([C:26]#[N:27])[N:10]=[CH:11][C:12]([NH:13][C:14]3[CH:19]=[CH:18][C:17]([C:20]4[CH:25]=[CH:24][CH:23]=[CH:22][CH:21]=4)=[CH:16][CH:15]=3)=[C:7]2[CH:6]=1)=[O:4].[OH-:29].[Na+]. Product: [C:17]1([C:20]2[CH:25]=[CH:24][CH:23]=[CH:22][CH:21]=2)[CH:18]=[CH:19][C:14]([NH:13][C:12]2[CH:11]=[N:10][C:9]([C:26](=[O:29])[NH2:27])=[C:8]3[S:28][C:5]([C:3]([OH:4])=[O:2])=[CH:6][C:7]=23)=[CH:15][CH:16]=1. The catalyst class is: 6.